This data is from Reaction yield outcomes from USPTO patents with 853,638 reactions. The task is: Predict the reaction yield, written as a fraction of the theoretical maximum amount of product (1.0 means a 100% yield; for example, 0.34 means a 34% yield). The reactants are Br[C:2]1[CH:3]=[C:4]([NH:8][S:9]([C:12]2[CH:17]=[CH:16][CH:15]=[CH:14][CH:13]=2)(=[O:11])=[O:10])[CH:5]=[N:6][CH:7]=1.[CH3:18][C:19]1([CH3:35])[C:23]([CH3:25])([CH3:24])[O:22][B:21]([B:21]2[O:22][C:23]([CH3:25])([CH3:24])[C:19]([CH3:35])([CH3:18])[O:20]2)[O:20]1.C(Cl)Cl.C([O-])(=O)C.[K+]. The catalyst is C1C=CC(P(C2C=CC=CC=2)[C-]2C=CC=C2)=CC=1.C1C=CC(P(C2C=CC=CC=2)[C-]2C=CC=C2)=CC=1.Cl[Pd]Cl.[Fe+2].O1CCOCC1. The product is [CH3:18][C:19]1([CH3:35])[C:23]([CH3:25])([CH3:24])[O:22][B:21]([C:2]2[CH:3]=[C:4]([NH:8][S:9]([C:12]3[CH:17]=[CH:16][CH:15]=[CH:14][CH:13]=3)(=[O:11])=[O:10])[CH:5]=[N:6][CH:7]=2)[O:20]1. The yield is 0.890.